From a dataset of Reaction yield outcomes from USPTO patents with 853,638 reactions. Predict the reaction yield, written as a fraction of the theoretical maximum amount of product (1.0 means a 100% yield; for example, 0.34 means a 34% yield). (1) The reactants are [F:1][C:2]1[CH:9]=[CH:8][C:5]([CH:6]=O)=[CH:4][CH:3]=1.C([O-])(=O)C.[Na+].C([BH3-])#N.[Na+].Cl.[CH2:20]([O:22][C:23](=[O:28])[CH:24]([CH3:27])[CH2:25][NH2:26])[CH3:21]. The catalyst is CO. The product is [CH2:20]([O:22][C:23](=[O:28])[CH:24]([CH3:27])[CH2:25][NH:26][CH2:6][C:5]1[CH:8]=[CH:9][C:2]([F:1])=[CH:3][CH:4]=1)[CH3:21]. The yield is 0.590. (2) The reactants are Cl[CH:2]([CH:14]1[CH2:19][CH2:18][CH2:17][CH2:16][CH2:15]1)[C:3]1[O:4][C:5]2[CH:12]=[CH:11][C:10]([F:13])=[CH:9][C:6]=2[C:7]=1[CH3:8].[NH2:20][C:21]1[CH:30]=[CH:29][C:24]([C:25]([O:27]C)=[O:26])=[CH:23][CH:22]=1.[I-].[Na+].C(=O)([O-])[O-].[Na+].[Na+].Cl.[OH-].[Na+]. The yield is 0.540. The catalyst is C(O)C.O1CCCC1.CN(C)C=O. The product is [CH:14]1([CH:2]([NH:20][C:21]2[CH:30]=[CH:29][C:24]([C:25]([OH:27])=[O:26])=[CH:23][CH:22]=2)[C:3]2[O:4][C:5]3[CH:12]=[CH:11][C:10]([F:13])=[CH:9][C:6]=3[C:7]=2[CH3:8])[CH2:19][CH2:18][CH2:17][CH2:16][CH2:15]1.